Dataset: CYP3A4 inhibition data for predicting drug metabolism from PubChem BioAssay. Task: Regression/Classification. Given a drug SMILES string, predict its absorption, distribution, metabolism, or excretion properties. Task type varies by dataset: regression for continuous measurements (e.g., permeability, clearance, half-life) or binary classification for categorical outcomes (e.g., BBB penetration, CYP inhibition). Dataset: cyp3a4_veith. (1) The compound is O=C1C2ON(c3ccccc3)C(c3ccncc3)C2C(=O)N1c1ccccc1. The result is 1 (inhibitor). (2) The drug is Fc1ccc(Nc2ncncc2-c2ccoc2)cc1. The result is 1 (inhibitor). (3) The molecule is COc1cccc(-c2ccc3ncnc(N(C)Cc4ccco4)c3c2)c1. The result is 1 (inhibitor). (4) The compound is CCOC(=O)CC(NC(=O)c1cccs1)c1ccc(OCC)cc1. The result is 0 (non-inhibitor). (5) The molecule is Cc1cc(OCCNCCO)cc(C)c1Cl. The result is 0 (non-inhibitor).